The task is: Predict the reactants needed to synthesize the given product.. This data is from Retrosynthesis with 50K atom-mapped reactions and 10 reaction types from USPTO. (1) Given the product Nc1ncnc2c1nc(Sc1cc3c(cc1Br)OCO3)n2CC1(c2ccc(Cl)cc2)CC1, predict the reactants needed to synthesize it. The reactants are: Clc1ccc(C2(CBr)CC2)cc1.Nc1ncnc2[nH]c(Sc3cc4c(cc3Br)OCO4)nc12. (2) Given the product Nc1ccc(-n2c(=O)[nH]c3ccccc3c2=O)cc1, predict the reactants needed to synthesize it. The reactants are: CC(C)(C)OC(=O)Nc1ccc(-n2c(=O)[nH]c3ccccc3c2=O)cc1. (3) Given the product Cc1cnc(N2CCC([C@]3(C)Cc4cc(C5=CCN(S(C)(=O)=O)CC5)ncc4O3)CC2)nc1, predict the reactants needed to synthesize it. The reactants are: C[C@@]1(C2CCNCC2)Cc2cc(C3=CCN(S(C)(=O)=O)CC3)ncc2O1.Cc1cnc(Br)nc1. (4) Given the product O=C(COc1cccc2c1CCCC2)NCC(O)CN1CCc2ccccc2C1, predict the reactants needed to synthesize it. The reactants are: CCOC(=O)COc1cccc2c1CCCC2.NCC(O)CN1CCc2ccccc2C1. (5) Given the product Cc1ccc(-c2c(CN)c(CC(C)(C)C)nc(C)c2C(=O)O)cc1, predict the reactants needed to synthesize it. The reactants are: Cc1ccc(-c2c(CNC(=O)OCc3ccccc3)c(CC(C)(C)C)nc(C)c2C(=O)O)cc1. (6) The reactants are: Cc1cccc(Br)c1O.OCC[C@H]1CN(Cc2ccccc2)CCN1. Given the product Cc1cccc(Br)c1OCC[C@H]1CN(Cc2ccccc2)CCN1, predict the reactants needed to synthesize it. (7) Given the product C[C@H]1CN(C2(C#N)CCN(C(=O)OC(C)(C)C)CC2)CCN1Cc1ccccc1, predict the reactants needed to synthesize it. The reactants are: CC(C)(C)OC(=O)N1CCC(=O)CC1.C[C@H]1CNCCN1Cc1ccccc1.[C-]#N. (8) The reactants are: O=C=NC1CCCCC1.OB1OCc2ccc(O)cc21. Given the product O=C(NC1CCCCC1)Oc1ccc2c(c1)B(O)OC2, predict the reactants needed to synthesize it. (9) Given the product CCN(CC)C1CCCCN(CC(=O)N2c3ccccc3C(=O)Nc3cccnc32)C1, predict the reactants needed to synthesize it. The reactants are: CCN(CC)C1CCCCNC1.O=C1Nc2cccnc2N(C(=O)CCl)c2ccccc21. (10) Given the product COc1ccc(C2CC(=O)N(C(C)=O)N2C)cc1OC1CCCC1, predict the reactants needed to synthesize it. The reactants are: CC(=O)OC(C)=O.COc1ccc(C2CC(=O)NN2C)cc1OC1CCCC1.